Dataset: Forward reaction prediction with 1.9M reactions from USPTO patents (1976-2016). Task: Predict the product of the given reaction. (1) The product is: [N:24]1([C:29]([NH2:31])=[O:30])[CH2:28][CH2:27][CH2:26][CH2:25]1.[Cl:5][CH2:6][CH2:7][CH2:8][C:9]([C:21]1[CH:22]=[CH:23][C:18]([C:13]([CH3:17])([CH3:12])[C:14]([OH:16])=[O:15])=[CH:19][CH:20]=1)=[O:10]. Given the reactants [Al+3].[Cl-].[Cl-].[Cl-].[Cl:5][CH2:6][CH2:7][CH2:8][C:9](Cl)=[O:10].[CH3:12][C:13]([C:18]1[CH:23]=[CH:22][CH:21]=[CH:20][CH:19]=1)([CH3:17])[C:14]([OH:16])=[O:15].[N:24]1([C:29]([NH2:31])=[O:30])[CH2:28][CH2:27][CH2:26][CH2:25]1, predict the reaction product. (2) Given the reactants Cl[C:2]1[CH:7]=[C:6]([C:8]2[N:9]=[C:10]([NH:18][CH2:19][C:20]([CH3:23])([NH2:22])[CH3:21])[C:11]3[C:16]([CH:17]=2)=[CH:15][N:14]=[CH:13][CH:12]=3)[CH:5]=[CH:4][N:3]=1.[CH:24]([NH2:27])([CH3:26])[CH3:25].C1C=CC(P(C2C(C3C(P(C4C=CC=CC=4)C4C=CC=CC=4)=CC=C4C=3C=CC=C4)=C3C(C=CC=C3)=CC=2)C2C=CC=CC=2)=CC=1.CC([O-])(C)C.[Na+], predict the reaction product. The product is: [CH:24]([NH:27][C:2]1[CH:7]=[C:6]([C:8]2[N:9]=[C:10]([NH:18][CH2:19][C:20]([CH3:23])([NH2:22])[CH3:21])[C:11]3[C:16]([CH:17]=2)=[CH:15][N:14]=[CH:13][CH:12]=3)[CH:5]=[CH:4][N:3]=1)([CH3:26])[CH3:25]. (3) Given the reactants Br[C:2]1[N:10]2[C:5]([CH:6]=[N:7][C:8]([NH:11][C:12]3[CH:17]=[CH:16][C:15]([N:18]4[CH2:23][CH2:22][N:21]([CH3:24])[CH2:20][CH2:19]4)=[CH:14][CH:13]=3)=[N:9]2)=[CH:4][CH:3]=1.[N+:25]([C:28]1[CH:29]=[C:30]([CH:33]=[CH:34][CH:35]=1)[CH2:31][NH2:32])([O-:27])=[O:26].CC1(C)C2C=CC=C(P(C3C=CC=CC=3)C3C=CC=CC=3)C=2OC2C1=CC=CC=2P(C1C=CC=CC=1)C1C=CC=CC=1.C(=O)([O-])[O-].[Cs+].[Cs+], predict the reaction product. The product is: [CH3:24][N:21]1[CH2:22][CH2:23][N:18]([C:15]2[CH:16]=[CH:17][C:12]([NH:11][C:8]3[N:7]=[CH:6][C:5]4=[CH:4][CH:3]=[C:2]([NH:32][CH2:31][C:30]5[CH:33]=[CH:34][CH:35]=[C:28]([N+:25]([O-:27])=[O:26])[CH:29]=5)[N:10]4[N:9]=3)=[CH:13][CH:14]=2)[CH2:19][CH2:20]1.